This data is from NCI-60 drug combinations with 297,098 pairs across 59 cell lines. The task is: Regression. Given two drug SMILES strings and cell line genomic features, predict the synergy score measuring deviation from expected non-interaction effect. (1) Drug 1: C1CC(=O)NC(=O)C1N2C(=O)C3=CC=CC=C3C2=O. Drug 2: CC1C(C(CC(O1)OC2CC(CC3=C2C(=C4C(=C3O)C(=O)C5=CC=CC=C5C4=O)O)(C(=O)C)O)N)O. Cell line: SK-OV-3. Synergy scores: CSS=27.5, Synergy_ZIP=0.268, Synergy_Bliss=-1.32, Synergy_Loewe=-32.6, Synergy_HSA=-1.96. (2) Synergy scores: CSS=21.7, Synergy_ZIP=-6.57, Synergy_Bliss=-4.17, Synergy_Loewe=-9.84, Synergy_HSA=-5.71. Drug 1: CC1CCC2CC(C(=CC=CC=CC(CC(C(=O)C(C(C(=CC(C(=O)CC(OC(=O)C3CCCCN3C(=O)C(=O)C1(O2)O)C(C)CC4CCC(C(C4)OC)O)C)C)O)OC)C)C)C)OC. Cell line: EKVX. Drug 2: CC1=C2C(C(=O)C3(C(CC4C(C3C(C(C2(C)C)(CC1OC(=O)C(C(C5=CC=CC=C5)NC(=O)OC(C)(C)C)O)O)OC(=O)C6=CC=CC=C6)(CO4)OC(=O)C)O)C)O. (3) Drug 1: C1CC(=O)NC(=O)C1N2CC3=C(C2=O)C=CC=C3N. Drug 2: CC=C1C(=O)NC(C(=O)OC2CC(=O)NC(C(=O)NC(CSSCCC=C2)C(=O)N1)C(C)C)C(C)C. Cell line: RXF 393. Synergy scores: CSS=57.3, Synergy_ZIP=1.32, Synergy_Bliss=2.46, Synergy_Loewe=-45.8, Synergy_HSA=3.88.